Dataset: Catalyst prediction with 721,799 reactions and 888 catalyst types from USPTO. Task: Predict which catalyst facilitates the given reaction. Reactant: [C:1]([C:3]1[C:20]([C:21]#[N:22])=[CH:19][C:6]2[N:7](CCC)[C:8]([C:10]3[CH:15]=[CH:14][CH:13]=[CH:12][CH:11]=3)=[N:9][C:5]=2[CH:4]=1)#[N:2].[CH2:23]([C:26](C1C=CC(C=O)=CC=1)([CH2:30][CH:31]=[CH2:32])[CH2:27][CH:28]=[CH2:29])[CH:24]=[CH2:25]. Product: [CH2:23]([C:26]([C:13]1[CH:14]=[CH:15][C:10]([C:8]2[NH:7][C:6]3[CH:19]=[C:20]([C:21]#[N:22])[C:3]([C:1]#[N:2])=[CH:4][C:5]=3[N:9]=2)=[CH:11][CH:12]=1)([CH2:30][CH:31]=[CH2:32])[CH2:27][CH:28]=[CH2:29])[CH:24]=[CH2:25]. The catalyst class is: 514.